The task is: Predict the reaction yield, written as a fraction of the theoretical maximum amount of product (1.0 means a 100% yield; for example, 0.34 means a 34% yield).. This data is from Reaction yield outcomes from USPTO patents with 853,638 reactions. (1) The reactants are [Si:1]([O:8][CH2:9][CH2:10][C:11]1[CH:16]=[CH:15][C:14]([Cl:17])=[CH:13][C:12]=1[C:18]([C:20]1[CH:24]=[C:23]([CH:25]2[O:29][CH2:28][CH2:27][O:26]2)[S:22][C:21]=1[CH3:30])=[O:19])([C:4]([CH3:7])([CH3:6])[CH3:5])([CH3:3])[CH3:2].C1(C)C=CC=CC=1. The catalyst is C1COCC1. The product is [Si:1]([O:8][CH2:9][CH2:10][C:11]1[CH:16]=[CH:15][C:14]([Cl:17])=[CH:13][C:12]=1[C@H:18]([C:20]1[CH:24]=[C:23]([CH:25]2[O:29][CH2:28][CH2:27][O:26]2)[S:22][C:21]=1[CH3:30])[OH:19])([C:4]([CH3:7])([CH3:6])[CH3:5])([CH3:2])[CH3:3]. The yield is 0.900. (2) The reactants are [CH2:1]([O:5][C:6]1[C:7]([CH2:13]OS(C)(=O)=O)=[N:8][C:9]([CH3:12])=[CH:10][CH:11]=1)[CH:2]([CH3:4])[CH3:3].[CH3:19][O:20][C:21]([C:23]1[CH:24]=[C:25]2[C:29](=[CH:30][CH:31]=1)[NH:28][N:27]=[CH:26]2)=[O:22].C(=O)([O-])[O-].[Cs+].[Cs+]. The catalyst is CN(C=O)C. The product is [CH3:19][O:20][C:21]([C:23]1[CH:24]=[C:25]2[C:29](=[CH:30][CH:31]=1)[N:28]([CH2:13][C:7]1[C:6]([O:5][CH2:1][CH:2]([CH3:3])[CH3:4])=[CH:11][CH:10]=[C:9]([CH3:12])[N:8]=1)[N:27]=[CH:26]2)=[O:22]. The yield is 0.480. (3) The reactants are [NH2:1][C:2]1[C:7]([Cl:8])=[C:6]([O:9]C)[CH:5]=[CH:4][C:3]=1[C:11](=[O:13])[CH3:12]. The catalyst is Br. The product is [NH2:1][C:2]1[C:7]([Cl:8])=[C:6]([OH:9])[CH:5]=[CH:4][C:3]=1[C:11](=[O:13])[CH3:12]. The yield is 0.610. (4) The reactants are [CH2:1]([N:3]1[C:7]2=[N:8][C:9]([CH2:45][CH3:46])=[C:10]([CH2:19][N:20]([CH2:29][C:30]3[CH:31]=[C:32]([C:37]4[CH:42]=[CH:41][CH:40]=[C:39](C=O)[CH:38]=4)[C:33]([F:36])=[CH:34][CH:35]=3)[C:21]([C:23]3([C:26]([NH2:28])=[O:27])[CH2:25][CH2:24]3)=[O:22])[C:11]([NH:12][CH:13]3[CH2:18][CH2:17][O:16][CH2:15][CH2:14]3)=[C:6]2[CH:5]=[N:4]1)[CH3:2].[CH3:47][N:48]1[CH2:53][CH2:52][NH:51][CH2:50][CH2:49]1.[C:54](O[BH-](OC(=O)C)OC(=O)C)(=O)C.[Na+].C(O)(=O)C. The catalyst is C(Cl)Cl. The product is [CH2:1]([N:3]1[C:7]2=[N:8][C:9]([CH2:45][CH3:46])=[C:10]([CH2:19][N:20]([CH2:29][C:30]3[CH:31]=[C:32]([C:37]4[CH:42]=[CH:41][CH:40]=[C:39]([CH2:47][N:48]5[CH2:53][CH2:52][N:51]([CH3:54])[CH2:50][CH2:49]5)[CH:38]=4)[C:33]([F:36])=[CH:34][CH:35]=3)[C:21]([C:23]3([C:26]([NH2:28])=[O:27])[CH2:24][CH2:25]3)=[O:22])[C:11]([NH:12][CH:13]3[CH2:18][CH2:17][O:16][CH2:15][CH2:14]3)=[C:6]2[CH:5]=[N:4]1)[CH3:2]. The yield is 0.494. (5) The reactants are [CH:1]1([C:4]2[CH:8]=[C:7](I)[S:6][N:5]=2)[CH2:3][CH2:2]1.C([Li])CCC.[CH2:15]([Sn:19]([CH2:25][CH2:26][CH2:27][CH3:28])([CH2:21][CH2:22][CH2:23][CH3:24])Cl)[CH2:16][CH2:17][CH3:18].C(=O)(O)[O-].[Na+]. The catalyst is C1COCC1. The product is [CH:1]1([C:4]2[CH:8]=[C:7]([Sn:19]([CH2:21][CH2:22][CH2:23][CH3:24])([CH2:25][CH2:26][CH2:27][CH3:28])[CH2:15][CH2:16][CH2:17][CH3:18])[S:6][N:5]=2)[CH2:3][CH2:2]1. The yield is 0.870. (6) The reactants are C([O-])(=O)C.[Cs+].Br[C:7]1[CH:12]=[CH:11][C:10]([F:13])=[CH:9][C:8]=1[C:14]1[C:18]([C@@H:19]([CH:34]2[CH2:36][CH2:35]2)[NH:20][S:21]([C:24]2[CH:25]=[N:26][C:27]([C:30]([F:33])([F:32])[F:31])=[CH:28][CH:29]=2)(=[O:23])=[O:22])=[CH:17][N:16]([CH2:37][O:38][CH2:39][CH2:40][Si:41]([CH3:44])([CH3:43])[CH3:42])[N:15]=1. No catalyst specified. The product is [CH:34]1([C@@H:19]2[C:18]3=[CH:17][N:16]([CH2:37][O:38][CH2:39][CH2:40][Si:41]([CH3:44])([CH3:43])[CH3:42])[N:15]=[C:14]3[C:8]3[CH:9]=[C:10]([F:13])[CH:11]=[CH:12][C:7]=3[N:20]2[S:21]([C:24]2[CH:25]=[N:26][C:27]([C:30]([F:33])([F:32])[F:31])=[CH:28][CH:29]=2)(=[O:23])=[O:22])[CH2:36][CH2:35]1. The yield is 0.750. (7) The reactants are ClCCl.[NH2:4][C:5]1[CH:13]=[C:12]([F:14])[CH:11]=[CH:10][C:6]=1[C:7]([OH:9])=[O:8].C(=O)([O-])O.[Na+].[I:20](Cl)(=O)=O.I(Cl)(=O)=O.C([N+](C)(C)C)C1C=CC=CC=1. The catalyst is CO. The product is [NH2:4][C:5]1[CH:13]=[C:12]([F:14])[C:11]([I:20])=[CH:10][C:6]=1[C:7]([OH:9])=[O:8]. The yield is 0.770. (8) The reactants are C([O:3][C:4]([C:6]1[C:16]2=[C:17]3[C:12](=[CH:13][CH:14]=[CH:15]2)[CH2:11][CH2:10][CH2:9][N:8]3[CH:7]=1)=[O:5])C.[OH-].[Na+]. The catalyst is C(O)C.O. The product is [C:6]1([C:4]([OH:5])=[O:3])[C:16]2=[C:17]3[C:12](=[CH:13][CH:14]=[CH:15]2)[CH2:11][CH2:10][CH2:9][N:8]3[CH:7]=1. The yield is 0.850. (9) The reactants are [Cl:1][C:2]1[CH:7]=[C:6]([Cl:8])[CH:5]=[CH:4][C:3]=1[CH2:9][N:10]1[C:15](=[O:16])[C:14]([C:17]([NH:19][CH2:20][C:21]([O:23]CC)=[O:22])=[O:18])=[C:13]([OH:26])[C:12]([C:27](OC)=[O:28])=[C:11]1[OH:31].C(N(CC)C(C)C)(C)C.Cl.[F:42][C:43]([F:47])([F:46])[CH2:44][NH2:45]. The catalyst is C(Cl)(Cl)Cl. The product is [Cl:1][C:2]1[CH:7]=[C:6]([Cl:8])[CH:5]=[CH:4][C:3]=1[CH2:9][N:10]1[C:11]([OH:31])=[C:12]([C:27]([NH:45][CH2:44][C:43]([F:47])([F:46])[F:42])=[O:28])[C:13]([OH:26])=[C:14]([C:17]([NH:19][CH2:20][C:21]([OH:23])=[O:22])=[O:18])[C:15]1=[O:16]. The yield is 0.750. (10) The reactants are [OH:1][CH:2]([CH2:6][C:7]([OH:9])=[O:8])[C:3]([OH:5])=[O:4].F[C:11](F)(F)C(OC(=O)C(F)(F)F)=O.CO. No catalyst specified. The product is [OH:1][CH:2]([C:3]([O:5][CH3:11])=[O:4])[CH2:6][C:7]([OH:9])=[O:8]. The yield is 0.730.